From a dataset of Forward reaction prediction with 1.9M reactions from USPTO patents (1976-2016). Predict the product of the given reaction. (1) Given the reactants [F:1][C:2]1[CH:7]=[CH:6][CH:5]=[C:4]([F:8])[C:3]=1[CH2:9][C:10]#[N:11].[N+:12]([O-])([OH:14])=[O:13], predict the reaction product. The product is: [F:1][C:2]1[C:7]([N+:12]([O-:14])=[O:13])=[CH:6][CH:5]=[C:4]([F:8])[C:3]=1[CH2:9][C:10]#[N:11]. (2) Given the reactants C1(CCN2C3C(=CC=CC=3)C(O)(C3C(O)=CC4OCOC=4C=3)C2=O)CC1.[C:27]1([CH:33]([C:57]2[CH:62]=[CH:61][CH:60]=[CH:59][CH:58]=2)[N:34]2[C:42]3[C:37](=[CH:38][CH:39]=[CH:40][CH:41]=3)[C:36](O)([C:43]3[C:44]([OH:54])=[CH:45][C:46]4[O:50][CH2:49][C:48]([CH3:52])([CH3:51])[C:47]=4[CH:53]=3)[C:35]2=[O:56])[CH:32]=[CH:31][CH:30]=[CH:29][CH:28]=1, predict the reaction product. The product is: [C:57]1([CH:33]([C:27]2[CH:32]=[CH:31][CH:30]=[CH:29][CH:28]=2)[N:34]2[C:42]3[C:37](=[CH:38][CH:39]=[CH:40][CH:41]=3)[CH:36]([C:43]3[C:44]([OH:54])=[CH:45][C:46]4[O:50][CH2:49][C:48]([CH3:51])([CH3:52])[C:47]=4[CH:53]=3)[C:35]2=[O:56])[CH:58]=[CH:59][CH:60]=[CH:61][CH:62]=1. (3) Given the reactants CON(C)[C:4](=[O:24])[C:5]1[CH:10]=[C:9]([NH:11][C:12](=[O:17])[C:13]([F:16])([F:15])[F:14])[CH:8]=[C:7]([S:18]([F:23])([F:22])([F:21])([F:20])[F:19])[CH:6]=1.[CH3:26][Si]([N-][Si](C)(C)C)(C)C.[Li+].C[Mg]Br, predict the reaction product. The product is: [C:4]([C:5]1[CH:10]=[C:9]([NH:11][C:12](=[O:17])[C:13]([F:15])([F:16])[F:14])[CH:8]=[C:7]([S:18]([F:20])([F:19])([F:22])([F:23])[F:21])[CH:6]=1)(=[O:24])[CH3:26]. (4) Given the reactants [Cl:1][C:2]1[CH:32]=[CH:31][C:5]2[S:6][C:7]([S:10]([NH:13][C:14]3[CH:19]=[CH:18][C:17]([CH:20]4[CH2:23][N:22]([C:24]([O:26][C:27]([CH3:30])([CH3:29])[CH3:28])=[O:25])[CH2:21]4)=[CH:16][CH:15]=3)(=[O:12])=[O:11])=[C:8]([CH3:9])[C:4]=2[CH:3]=1.[H-].[Na+].[CH3:35]I, predict the reaction product. The product is: [Cl:1][C:2]1[CH:32]=[CH:31][C:5]2[S:6][C:7]([S:10]([N:13]([C:14]3[CH:19]=[CH:18][C:17]([CH:20]4[CH2:21][N:22]([C:24]([O:26][C:27]([CH3:29])([CH3:28])[CH3:30])=[O:25])[CH2:23]4)=[CH:16][CH:15]=3)[CH3:35])(=[O:11])=[O:12])=[C:8]([CH3:9])[C:4]=2[CH:3]=1. (5) Given the reactants [N:1]1([C:7]([N:9]2[CH2:14][CH:13]([C:15]3[CH:20]=[CH:19][C:18]([C:21]([F:24])([F:23])[F:22])=[CH:17][CH:16]=3)[CH2:12][CH:11]([C:25]([OH:27])=O)[CH2:10]2)=[O:8])[CH2:6][CH2:5][O:4][CH2:3][CH2:2]1.[F:28][C:29]1[CH:30]=[C:31]([C:35](=[N:37]O)[NH2:36])[CH:32]=[CH:33][CH:34]=1, predict the reaction product. The product is: [F:28][C:29]1[CH:30]=[C:31]([C:35]2[N:37]=[C:25]([CH:11]3[CH2:12][CH:13]([C:15]4[CH:20]=[CH:19][C:18]([C:21]([F:24])([F:23])[F:22])=[CH:17][CH:16]=4)[CH2:14][N:9]([C:7]([N:1]4[CH2:6][CH2:5][O:4][CH2:3][CH2:2]4)=[O:8])[CH2:10]3)[O:27][N:36]=2)[CH:32]=[CH:33][CH:34]=1.